From a dataset of Peptide-MHC class I binding affinity with 185,985 pairs from IEDB/IMGT. Regression. Given a peptide amino acid sequence and an MHC pseudo amino acid sequence, predict their binding affinity value. This is MHC class I binding data. (1) The peptide sequence is LLDDEAGPL. The MHC is HLA-A02:01 with pseudo-sequence HLA-A02:01. The binding affinity (normalized) is 0. (2) The peptide sequence is QDYTSGPGIRY. The MHC is Mamu-B01 with pseudo-sequence Mamu-B01. The binding affinity (normalized) is 0. (3) The peptide sequence is QSYEFLGLK. The MHC is HLA-B58:01 with pseudo-sequence HLA-B58:01. The binding affinity (normalized) is 0.0847. (4) The peptide sequence is FYRNISDPL. The MHC is HLA-B58:01 with pseudo-sequence HLA-B58:01. The binding affinity (normalized) is 0.0847. (5) The peptide sequence is SLVWAPLILAYF. The MHC is HLA-A32:01 with pseudo-sequence HLA-A32:01. The binding affinity (normalized) is 0.150. (6) The peptide sequence is YEVPAALIL. The MHC is HLA-B40:01 with pseudo-sequence HLA-B40:01. The binding affinity (normalized) is 0.939. (7) The peptide sequence is PRNFPMAQV. The MHC is Mamu-B08 with pseudo-sequence Mamu-B08. The binding affinity (normalized) is 0.101. (8) The peptide sequence is WTDLFDNKV. The MHC is HLA-A02:19 with pseudo-sequence HLA-A02:19. The binding affinity (normalized) is 0.0847. (9) The peptide sequence is GIVQQQQQL. The MHC is HLA-A68:02 with pseudo-sequence HLA-A68:02. The binding affinity (normalized) is 0.